Dataset: Buchwald-Hartwig C-N cross coupling reaction yields with 55,370 reactions. Task: Predict the reaction yield, written as a fraction of the theoretical maximum amount of product (1.0 means a 100% yield; for example, 0.34 means a 34% yield). (1) The reactants are CCc1ccc(Cl)cc1.Cc1ccc(N)cc1.O=S(=O)(O[Pd]1c2ccccc2-c2ccccc2N~1)C(F)(F)F.CC(C)c1cc(C(C)C)c(-c2ccccc2P(C(C)(C)C)C(C)(C)C)c(C(C)C)c1.CN1CCCN2CCCN=C12.c1ccc(-c2ccon2)cc1. No catalyst specified. The product is CCc1ccc(Nc2ccc(C)cc2)cc1. The yield is 0.0659. (2) The product is COc1ccc(Nc2ccc(C)cc2)cc1. The reactants are COc1ccc(Cl)cc1.Cc1ccc(N)cc1.O=S(=O)(O[Pd]1c2ccccc2-c2ccccc2N~1)C(F)(F)F.CC(C)c1cc(C(C)C)c(-c2ccccc2P(C(C)(C)C)C(C)(C)C)c(C(C)C)c1.CN(C)C(=NC(C)(C)C)N(C)C.c1ccc2nocc2c1. The yield is 0. No catalyst specified. (3) The reactants are FC(F)(F)c1ccc(Br)cc1.Cc1ccc(N)cc1.O=S(=O)(O[Pd]1c2ccccc2-c2ccccc2N~1)C(F)(F)F.CC(C)c1cc(C(C)C)c(-c2ccccc2P(C2CCCCC2)C2CCCCC2)c(C(C)C)c1.CCN=P(N=P(N(C)C)(N(C)C)N(C)C)(N(C)C)N(C)C.c1ccc(-c2cnoc2)cc1. No catalyst specified. The product is Cc1ccc(Nc2ccc(C(F)(F)F)cc2)cc1. The yield is 0.138. (4) The reactants are COc1ccc(I)cc1.Cc1ccc(N)cc1.O=S(=O)(O[Pd]1c2ccccc2-c2ccccc2N~1)C(F)(F)F.CC(C)c1cc(C(C)C)c(-c2ccccc2P(C(C)(C)C)C(C)(C)C)c(C(C)C)c1.CN(C)C(=NC(C)(C)C)N(C)C.COC(=O)c1cc(-c2ccco2)on1. No catalyst specified. The product is COc1ccc(Nc2ccc(C)cc2)cc1. The yield is 0.316. (5) The reactants are Brc1ccccn1.Cc1ccc(N)cc1.O=S(=O)(O[Pd]1c2ccccc2-c2ccccc2N~1)C(F)(F)F.CC(C)c1cc(C(C)C)c(-c2ccccc2P(C(C)(C)C)C(C)(C)C)c(C(C)C)c1.CN(C)C(=NC(C)(C)C)N(C)C.Cc1cc(C)on1. No catalyst specified. The product is Cc1ccc(Nc2ccccn2)cc1. The yield is 0.659. (6) The reactants are CCc1ccc(Cl)cc1.Cc1ccc(N)cc1.O=S(=O)(O[Pd]1c2ccccc2-c2ccccc2N~1)C(F)(F)F.CC(C)c1cc(C(C)C)c(-c2ccccc2P(C2CCCCC2)C2CCCCC2)c(C(C)C)c1.CCN=P(N=P(N(C)C)(N(C)C)N(C)C)(N(C)C)N(C)C.Cc1cc(-n2cccc2)no1. No catalyst specified. The product is CCc1ccc(Nc2ccc(C)cc2)cc1. The yield is 0.113.